This data is from Full USPTO retrosynthesis dataset with 1.9M reactions from patents (1976-2016). The task is: Predict the reactants needed to synthesize the given product. (1) Given the product [CH3:1][N:2]1[C:6]2=[N:7][C:8]([CH2:12][CH2:14][CH2:15][CH2:16][CH3:17])=[CH:9][C:10]([CH3:11])=[C:5]2[CH2:4][CH2:3]1, predict the reactants needed to synthesize it. The reactants are: [CH3:1][N:2]1[C:6]2=[N:7][C:8]([CH3:12])=[CH:9][C:10]([CH3:11])=[C:5]2[CH2:4][CH2:3]1.[Li][CH2:14][CH2:15][CH2:16][CH3:17].BrCCCC. (2) Given the product [CH:29]([OH:31])=[O:30].[F:15][C:14]1([F:16])[CH2:13][O:12][CH2:11][C:10]([NH2:17])=[N:9][C@@:8]1([C:6]1[CH:7]=[C:2]([C:24]2[CH:25]=[N:20][CH:21]=[N:22][CH:23]=2)[CH:3]=[CH:4][C:5]=1[F:19])[CH3:18], predict the reactants needed to synthesize it. The reactants are: Br[C:2]1[CH:3]=[CH:4][C:5]([F:19])=[C:6]([C@:8]2([CH3:18])[C:14]([F:16])([F:15])[CH2:13][O:12][CH2:11][C:10]([NH2:17])=[N:9]2)[CH:7]=1.[N:20]1[CH:25]=[C:24](B(O)O)[CH:23]=[N:22][CH:21]=1.[C:29](=O)([O-:31])[O-:30].[Cs+].[Cs+].C(O)=O. (3) Given the product [NH:19]1[CH2:18][CH:17]([N:13]2[C:14]([CH3:16])=[C:15]3[CH:8]([C:5]4[CH:4]=[CH:3][C:2]([Cl:1])=[CH:7][CH:6]=4)[N:9]([C:29]4[CH:34]=[C:33]([CH3:35])[C:32](=[O:36])[N:31]([CH3:37])[CH:30]=4)[C:10](=[O:28])[C:11]3=[N:12]2)[CH2:20]1, predict the reactants needed to synthesize it. The reactants are: [Cl:1][C:2]1[CH:7]=[CH:6][C:5]([CH:8]2[C:15]3[C:11](=[N:12][N:13]([CH:17]4[CH2:20][N:19](C(OC(C)(C)C)=O)[CH2:18]4)[C:14]=3[CH3:16])[C:10](=[O:28])[N:9]2[C:29]2[CH:34]=[C:33]([CH3:35])[C:32](=[O:36])[N:31]([CH3:37])[CH:30]=2)=[CH:4][CH:3]=1.